Dataset: NCI-60 drug combinations with 297,098 pairs across 59 cell lines. Task: Regression. Given two drug SMILES strings and cell line genomic features, predict the synergy score measuring deviation from expected non-interaction effect. (1) Drug 1: CC1=C2C(C(=O)C3(C(CC4C(C3C(C(C2(C)C)(CC1OC(=O)C(C(C5=CC=CC=C5)NC(=O)OC(C)(C)C)O)O)OC(=O)C6=CC=CC=C6)(CO4)OC(=O)C)OC)C)OC. Drug 2: C1=CC(=CC=C1C#N)C(C2=CC=C(C=C2)C#N)N3C=NC=N3. Cell line: SF-268. Synergy scores: CSS=30.1, Synergy_ZIP=4.31, Synergy_Bliss=3.25, Synergy_Loewe=-27.5, Synergy_HSA=2.38. (2) Drug 1: C1=CC(=CC=C1CCC2=CNC3=C2C(=O)NC(=N3)N)C(=O)NC(CCC(=O)O)C(=O)O. Drug 2: C1=CC=C(C=C1)NC(=O)CCCCCCC(=O)NO. Cell line: TK-10. Synergy scores: CSS=24.4, Synergy_ZIP=-4.46, Synergy_Bliss=-8.33, Synergy_Loewe=-8.04, Synergy_HSA=-6.50.